From a dataset of Full USPTO retrosynthesis dataset with 1.9M reactions from patents (1976-2016). Predict the reactants needed to synthesize the given product. (1) The reactants are: [CH2:1]([N:5]([CH:29]1[CH2:34][CH2:33][O:32][CH2:31][CH2:30]1)[C:6]1[C:7]([O:27][CH3:28])=[N:8][N:9]2[C:13]([C:14]3[C:19]([O:20][CH3:21])=[CH:18][C:17]([CH2:22][O:23][CH3:24])=[CH:16][C:15]=3[O:25][CH3:26])=[CH:12][S:11][C:10]=12)[CH2:2][CH2:3][CH3:4].[BrH:35]. Given the product [BrH:35].[CH2:1]([N:5]([CH:29]1[CH2:30][CH2:31][O:32][CH2:33][CH2:34]1)[C:6]1[C:7]([O:27][CH3:28])=[N:8][N:9]2[C:13]([C:14]3[C:15]([O:25][CH3:26])=[CH:16][C:17]([CH2:22][O:23][CH3:24])=[CH:18][C:19]=3[O:20][CH3:21])=[CH:12][S:11][C:10]=12)[CH2:2][CH2:3][CH3:4], predict the reactants needed to synthesize it. (2) The reactants are: [I:1][C:2]1[N:7]=[N:6][C:5]([NH:8][CH2:9][CH2:10][NH:11][C:12](=[O:18])[O:13][C:14]([CH3:17])([CH3:16])[CH3:15])=[CH:4][CH:3]=1.C(N(C(C)C)CC)(C)C.[C:28](Cl)(Cl)=[O:29]. Given the product [I:1][C:2]1[N:7]=[N:6][C:5]([N:8]2[CH2:9][CH2:10][N:11]([C:12]([O:13][C:14]([CH3:15])([CH3:17])[CH3:16])=[O:18])[C:28]2=[O:29])=[CH:4][CH:3]=1, predict the reactants needed to synthesize it. (3) Given the product [CH2:1]([O:3][C:4](=[O:32])[CH2:5][C:6]1[CH:7]=[N:8][C:9]([O:31][CH2:35][C:36]2[N:37]=[C:38]([CH3:41])[S:39][CH:40]=2)=[C:10]([C:12]2[CH:17]=[CH:16][C:15]([C:18]([F:21])([F:20])[F:19])=[CH:14][C:13]=2[CH2:22][N:23]([C:26]([CH:28]2[CH2:29][CH2:30]2)=[O:27])[CH2:24][CH3:25])[CH:11]=1)[CH3:2], predict the reactants needed to synthesize it. The reactants are: [CH2:1]([O:3][C:4](=[O:32])[CH2:5][C:6]1[CH:7]=[N:8][C:9]([OH:31])=[C:10]([C:12]2[CH:17]=[CH:16][C:15]([C:18]([F:21])([F:20])[F:19])=[CH:14][C:13]=2[CH2:22][N:23]([C:26]([CH:28]2[CH2:30][CH2:29]2)=[O:27])[CH2:24][CH3:25])[CH:11]=1)[CH3:2].Cl.Cl[CH2:35][C:36]1[N:37]=[C:38]([CH3:41])[S:39][CH:40]=1. (4) The reactants are: C(=O)([O-])[O-].[Na+].[Na+].Cl[C:8]1[N:13]=[CH:12][C:11]([C:14]#[N:15])=[CH:10][CH:9]=1.[CH3:16][N:17]1[C:21](B2OC(C)(C)C(C)(C)O2)=[CH:20][CH:19]=[N:18]1. Given the product [CH3:16][N:17]1[C:21]([C:8]2[N:13]=[CH:12][C:11]([C:14]#[N:15])=[CH:10][CH:9]=2)=[CH:20][CH:19]=[N:18]1, predict the reactants needed to synthesize it.